This data is from NCI-60 drug combinations with 297,098 pairs across 59 cell lines. The task is: Regression. Given two drug SMILES strings and cell line genomic features, predict the synergy score measuring deviation from expected non-interaction effect. (1) Drug 1: CNC(=O)C1=NC=CC(=C1)OC2=CC=C(C=C2)NC(=O)NC3=CC(=C(C=C3)Cl)C(F)(F)F. Drug 2: CC(C)NC(=O)C1=CC=C(C=C1)CNNC.Cl. Cell line: NCI-H460. Synergy scores: CSS=2.12, Synergy_ZIP=0.547, Synergy_Bliss=2.59, Synergy_Loewe=2.14, Synergy_HSA=-0.989. (2) Drug 1: C1CC(=O)NC(=O)C1N2C(=O)C3=CC=CC=C3C2=O. Drug 2: COCCOC1=C(C=C2C(=C1)C(=NC=N2)NC3=CC=CC(=C3)C#C)OCCOC.Cl. Cell line: MDA-MB-435. Synergy scores: CSS=3.34, Synergy_ZIP=-5.90, Synergy_Bliss=-10.00, Synergy_Loewe=-3.73, Synergy_HSA=-5.01.